This data is from Reaction yield outcomes from USPTO patents with 853,638 reactions. The task is: Predict the reaction yield, written as a fraction of the theoretical maximum amount of product (1.0 means a 100% yield; for example, 0.34 means a 34% yield). (1) The reactants are C(OC(=O)[NH:7][CH:8]1[CH2:16][C:15]2[N:14]=[CH:13][CH:12]=[CH:11][C:10]=2[CH2:9]1)(C)(C)C. The catalyst is Cl.CCOCC. The yield is 1.00. The product is [N:14]1[C:15]2[CH2:16][CH:8]([NH2:7])[CH2:9][C:10]=2[CH:11]=[CH:12][CH:13]=1. (2) The reactants are [CH3:1][C:2]1[C:3]([C:21]([O:23][CH2:24][CH3:25])=[O:22])=[C:4]2[CH:9]=[CH:8][CH:7]=[N:6][N:5]2[C:10]=1[C:11]([C:13]1[C:14](=[O:20])[N:15]([CH3:19])[CH:16]=[CH:17][CH:18]=1)=O.[CH3:26][Mg]Br. The catalyst is O1CCCC1. The product is [CH3:1][C:2]1[C:3]([C:21]([O:23][CH2:24][CH3:25])=[O:22])=[C:4]2[CH:9]=[CH:8][CH:7]=[N:6][N:5]2[C:10]=1[C:11]([C:13]1[C:14](=[O:20])[N:15]([CH3:19])[CH:16]=[CH:17][CH:18]=1)=[CH2:26]. The yield is 0.800. (3) The reactants are C[Al](C)C.CCCCCCC.[CH2:12]([N:14]([CH2:18][CH3:19])[CH2:15][CH2:16][NH2:17])[CH3:13].[I:20][C:21]1[CH:22]=[C:23]2[C:28](=[CH:29][CH:30]=1)[NH:27][CH:26]=[C:25]([C:31](OCC)=[O:32])[C:24]2=[O:36].NC(C1C=CC2C(=CC=CC=2)N=1)=O. The catalyst is ClCCl.O. The product is [CH2:12]([N:14]([CH2:18][CH3:19])[CH2:15][CH2:16][NH:17][C:31]([C:25]1[C:24](=[O:36])[C:23]2[C:28](=[CH:29][CH:30]=[C:21]([I:20])[CH:22]=2)[NH:27][CH:26]=1)=[O:32])[CH3:13]. The yield is 0.810. (4) The reactants are [Li]CCCC.N(C(C)C)C(C)C.[CH:13]1([C:16]([O:18][C:19]([CH3:22])([CH3:21])[CH3:20])=[O:17])[CH2:15][CH2:14]1.Br[CH2:24][CH2:25][CH2:26][CH2:27][CH2:28][Cl:29].Cl. The catalyst is C1COCC1.[Cl-].[Na+].O.O. The product is [Cl:29][CH2:28][CH2:27][CH2:26][CH2:25][CH2:24][C:13]1([C:16]([O:18][C:19]([CH3:22])([CH3:21])[CH3:20])=[O:17])[CH2:15][CH2:14]1. The yield is 0.730. (5) The reactants are [N+:1]([C:4]1[CH:9]=[CH:8][C:7]([N:10]2[CH2:15][CH2:14][NH:13][CH2:12][CH2:11]2)=[CH:6][C:5]=1[NH:16][C:17]1[CH:22]=[CH:21][CH:20]=[CH:19][CH:18]=1)([O-:3])=[O:2].[CH3:23][N:24]([CH3:28])[C:25](Cl)=[O:26].C(N(CC)CC)C. The catalyst is ClCCl. The product is [CH3:23][N:24]([CH3:28])[C:25]([N:13]1[CH2:14][CH2:15][N:10]([C:7]2[CH:8]=[CH:9][C:4]([N+:1]([O-:3])=[O:2])=[C:5]([NH:16][C:17]3[CH:22]=[CH:21][CH:20]=[CH:19][CH:18]=3)[CH:6]=2)[CH2:11][CH2:12]1)=[O:26]. The yield is 0.950. (6) The yield is 0.820. The reactants are [CH3:1][C:2]1[NH:6][C:5]([C:7]([O:9][CH2:10][CH3:11])=[O:8])=[CH:4][CH:3]=1.Br[CH2:13][CH:14]1[CH2:19][CH2:18][CH2:17][CH2:16][CH2:15]1.C([O-])([O-])=O.[K+].[K+].[H-].[Na+]. The product is [CH:14]1([CH2:13][N:6]2[C:2]([CH3:1])=[CH:3][CH:4]=[C:5]2[C:7]([O:9][CH2:10][CH3:11])=[O:8])[CH2:19][CH2:18][CH2:17][CH2:16][CH2:15]1. The catalyst is CN(C=O)C. (7) The reactants are C(Cl)(=O)C(Cl)=O.[Cl:7][C:8]1[CH:13]=[CH:12][C:11]([C:14]2[S:18][C:17]([C:19](O)=[O:20])=[C:16]([C:22]3[CH:27]=[CH:26][C:25]([S:28](=[O:31])(=[O:30])[NH2:29])=[CH:24][CH:23]=3)[C:15]=2[CH2:32][N:33]([CH3:35])[CH3:34])=[CH:10][CH:9]=1.[CH3:36][N:37]([CH:39]=O)[CH3:38].C(N(CC)CC)C.Cl.[CH3:49][NH:50][O:51][CH3:52]. The catalyst is ClCCl. The product is [Cl:7][C:8]1[CH:13]=[CH:12][C:11]([C:14]2[S:18][C:17]([C:19]([N:50]([O:51][CH3:52])[CH3:49])=[O:20])=[C:16]([C:22]3[CH:23]=[CH:24][C:25]([S:28](=[O:30])(=[O:31])[N:29]=[CH:39][N:37]([CH3:36])[CH3:38])=[CH:26][CH:27]=3)[C:15]=2[CH2:32][N:33]([CH3:35])[CH3:34])=[CH:10][CH:9]=1. The yield is 0.528.